This data is from Forward reaction prediction with 1.9M reactions from USPTO patents (1976-2016). The task is: Predict the product of the given reaction. (1) Given the reactants O.Cl.[CH2:3]([O:6][NH2:7])[CH:4]=[CH2:5].C(N(C(C)C)CC)(C)C.[C:17]([O:21][C:22](O[C:22]([O:21][C:17]([CH3:20])([CH3:19])[CH3:18])=[O:23])=[O:23])([CH3:20])([CH3:19])[CH3:18], predict the reaction product. The product is: [C:22]([NH:7][O:6][CH2:3][CH:4]=[CH2:5])([O:21][C:17]([CH3:20])([CH3:19])[CH3:18])=[O:23]. (2) Given the reactants [CH2:1]([C:4]1[CH:9]=[CH:8][C:7]([C:10]2[CH:15]=[CH:14][C:13]([O:16]C)=[CH:12][CH:11]=2)=[CH:6][CH:5]=1)[CH2:2][CH3:3].B(Br)(Br)Br.O, predict the reaction product. The product is: [CH2:1]([C:4]1[CH:9]=[CH:8][C:7]([C:10]2[CH:11]=[CH:12][C:13]([OH:16])=[CH:14][CH:15]=2)=[CH:6][CH:5]=1)[CH2:2][CH3:3]. (3) Given the reactants [CH:1]1[C:13]2[CH:12]([CH2:14][O:15][C:16]([N:18]3[CH2:23][CH2:22][C:21]([C:26]4[CH:31]=[CH:30][C:29]([Br:32])=[CH:28][CH:27]=4)([CH2:24]O)[CH2:20][CH2:19]3)=[O:17])[C:11]3[C:6](=[CH:7][CH:8]=[CH:9][CH:10]=3)[C:5]=2[CH:4]=[CH:3][CH:2]=1.C1(P(C2C=CC=CC=2)C2C=CC=CC=2)C=CC=CC=1.C(Br)(Br)(Br)[Br:53], predict the reaction product. The product is: [CH:10]1[C:11]2[CH:12]([CH2:14][O:15][C:16]([N:18]3[CH2:23][CH2:22][C:21]([CH2:24][Br:53])([C:26]4[CH:27]=[CH:28][C:29]([Br:32])=[CH:30][CH:31]=4)[CH2:20][CH2:19]3)=[O:17])[C:13]3[C:5](=[CH:4][CH:3]=[CH:2][CH:1]=3)[C:6]=2[CH:7]=[CH:8][CH:9]=1. (4) Given the reactants [CH2:1]([C:3]1[C:11]2[C:6](=[CH:7][CH:8]=[CH:9][C:10]=2[NH:12][C:13]([C:15]2[N:19]3[CH:20]=[CH:21][C:22]([C:24]([NH:26][NH:27][CH:28]=O)=O)=[CH:23][C:18]3=[N:17][CH:16]=2)=[O:14])[N:5]([CH2:30][C:31]2[CH:36]=[CH:35][CH:34]=[C:33]([CH3:37])[N:32]=2)[N:4]=1)[CH3:2].C[Si](C)(C)O[Si](C)(C)C.P12(SP3(SP(SP(S3)(S1)=S)(=S)S2)=S)=[S:48], predict the reaction product. The product is: [CH2:1]([C:3]1[C:11]2[C:6](=[CH:7][CH:8]=[CH:9][C:10]=2[NH:12][C:13]([C:15]2[N:19]3[CH:20]=[CH:21][C:22]([C:24]4[S:48][CH:28]=[N:27][N:26]=4)=[CH:23][C:18]3=[N:17][CH:16]=2)=[O:14])[N:5]([CH2:30][C:31]2[CH:36]=[CH:35][CH:34]=[C:33]([CH3:37])[N:32]=2)[N:4]=1)[CH3:2]. (5) Given the reactants [H-].[H-].[H-].[H-].[Li+].[Al+3].[CH2:7]([O:14][CH2:15][C@@H:16]([CH3:21])[C:17](OC)=[O:18])[C:8]1[CH:13]=[CH:12][CH:11]=[CH:10][CH:9]=1.[O-]S([O-])(=O)=O.[Na+].[Na+], predict the reaction product. The product is: [CH2:7]([O:14][CH2:15][C@@H:16]([CH3:21])[CH2:17][OH:18])[C:8]1[CH:13]=[CH:12][CH:11]=[CH:10][CH:9]=1. (6) Given the reactants C([O:3][C:4](=[O:32])[CH2:5][C:6]1[C:14]2[C:9](=[CH:10][CH:11]=[C:12]([F:15])[CH:13]=2)[N:8]([CH2:16][C:17]2[CH:22]=[CH:21][C:20]([S:23]([CH3:26])(=[O:25])=[O:24])=[CH:19][C:18]=2[C:27]([F:30])([F:29])[F:28])[C:7]=1[CH3:31])C.[Li+].[OH-], predict the reaction product. The product is: [F:15][C:12]1[CH:13]=[C:14]2[C:9](=[CH:10][CH:11]=1)[N:8]([CH2:16][C:17]1[CH:22]=[CH:21][C:20]([S:23]([CH3:26])(=[O:24])=[O:25])=[CH:19][C:18]=1[C:27]([F:28])([F:29])[F:30])[C:7]([CH3:31])=[C:6]2[CH2:5][C:4]([OH:32])=[O:3]. (7) The product is: [CH2:1]([O:3][C:4]([C@@H:6]1[CH2:8][C@H:7]1[C@:9]1([CH3:15])[C:10]([F:14])([F:13])[CH2:11][O:12][C:18]([NH2:17])=[N:16]1)=[O:5])[CH3:2]. Given the reactants [CH2:1]([O:3][C:4]([C@@H:6]1[CH2:8][C@H:7]1[C@:9]([NH2:16])([CH3:15])[C:10]([F:14])([F:13])[CH2:11][OH:12])=[O:5])[CH3:2].[N:17]#[C:18]Br, predict the reaction product. (8) Given the reactants [Br:1][C:2]1[CH:10]=[C:9]2[C:5]([CH2:6][CH2:7][N:8]2[C:11]2[CH:16]=[CH:15][N:14]=[C:13](Cl)[N:12]=2)=[CH:4][CH:3]=1.[CH2:18]([NH2:27])[C:19]1[CH:26]=[CH:25][C:22]([O:23][CH3:24])=[CH:21][CH:20]=1.C([O-])([O-])=O.[K+].[K+], predict the reaction product. The product is: [CH3:24][O:23][C:22]1[CH:25]=[CH:26][C:19]([CH2:18][NH:27][C:13]2[N:12]=[C:11]([N:8]3[C:9]4[C:5](=[CH:4][CH:3]=[C:2]([Br:1])[CH:10]=4)[CH2:6][CH2:7]3)[CH:16]=[CH:15][N:14]=2)=[CH:20][CH:21]=1. (9) The product is: [F:75][C:69]1[C:70]([F:74])=[CH:71][CH:72]=[CH:73][C:68]=1[CH2:67][S:66][C:60]1[N:59]=[C:58]([NH:16][S:13]([N:10]2[CH2:9][CH2:8][N:7]([C:2]3[N:3]=[CH:4][CH:5]=[CH:6][N:1]=3)[CH2:12][CH2:11]2)(=[O:15])=[O:14])[CH:63]=[C:62]([O:64][CH3:65])[N:61]=1. Given the reactants [N:1]1[CH:6]=[CH:5][CH:4]=[N:3][C:2]=1[N:7]1[CH2:12][CH2:11][N:10]([S:13]([NH2:16])(=[O:15])=[O:14])[CH2:9][CH2:8]1.C1(P(C2CCCCC2)C2C=CC=CC=2C2C(C(C)C)=CC(C(C)C)=CC=2C(C)C)CCCCC1.C(=O)([O-])[O-].[Cs+].[Cs+].Cl[C:58]1[CH:63]=[C:62]([O:64][CH3:65])[N:61]=[C:60]([S:66][CH2:67][C:68]2[CH:73]=[CH:72][CH:71]=[C:70]([F:74])[C:69]=2[F:75])[N:59]=1, predict the reaction product. (10) Given the reactants [CH3:1][N:2]=[S:3]([C:6]1[CH:23]=[CH:22][C:9]([CH2:10][N:11]2C(=O)C3C(=CC=CC=3)C2=O)=[CH:8][CH:7]=1)([CH3:5])=[O:4].NCCN.C(#N)C.O1CCCC1, predict the reaction product. The product is: [CH3:1][N:2]=[S:3]([C:6]1[CH:23]=[CH:22][C:9]([CH2:10][NH2:11])=[CH:8][CH:7]=1)([CH3:5])=[O:4].